Dataset: Catalyst prediction with 721,799 reactions and 888 catalyst types from USPTO. Task: Predict which catalyst facilitates the given reaction. Reactant: [Si]([O:8][C@H:9]1[CH2:13][C@H:12]([O:14][C:15]2[C:20]([F:21])=[C:19]([NH:22][C@@H:23]3[C:31]4[C:26](=[CH:27][CH:28]=[CH:29][CH:30]=4)[CH2:25][C@@H:24]3[O:32][CH3:33])[N:18]=[CH:17][N:16]=2)[CH2:11][C@H:10]1[CH2:34][OH:35])(C(C)(C)C)(C)C.C(N(CC)CC)C.C1(N(C2C=CC=CC=2)C([NH:52][S:53](Cl)(=[O:55])=[O:54])=O)C=CC=CC=1.Cl. Product: [S:53](=[O:55])(=[O:54])([O:35][CH2:34][C@@H:10]1[CH2:11][C@@H:12]([O:14][C:15]2[C:20]([F:21])=[C:19]([NH:22][C@@H:23]3[C:31]4[C:26](=[CH:27][CH:28]=[CH:29][CH:30]=4)[CH2:25][C@@H:24]3[O:32][CH3:33])[N:18]=[CH:17][N:16]=2)[CH2:13][C@@H:9]1[OH:8])[NH2:52]. The catalyst class is: 1.